Dataset: Catalyst prediction with 721,799 reactions and 888 catalyst types from USPTO. Task: Predict which catalyst facilitates the given reaction. (1) Reactant: [NH2:1][C:2]1[O:6][N:5]=[C:4]([C:7]2[CH:12]=[CH:11][CH:10]=[CH:9][C:8]=2[F:13])[C:3]=1[C:14]([OH:16])=O.Cl.C(N=C=NCCCN(C)C)C.[Cl:29][C:30]1[CH:31]=[C:32]([N:37]2[CH2:42][CH2:41][NH:40][CH2:39][CH2:38]2)[CH:33]=[CH:34][C:35]=1[Cl:36]. Product: [NH2:1][C:2]1[O:6][N:5]=[C:4]([C:7]2[CH:12]=[CH:11][CH:10]=[CH:9][C:8]=2[F:13])[C:3]=1[C:14]([N:40]1[CH2:39][CH2:38][N:37]([C:32]2[CH:33]=[CH:34][C:35]([Cl:36])=[C:30]([Cl:29])[CH:31]=2)[CH2:42][CH2:41]1)=[O:16]. The catalyst class is: 4. (2) Reactant: F[C:2]1[CH:3]=[C:4]([CH:7]=[CH:8][CH:9]=1)[C:5]#[N:6].[NH:10]1[CH2:15][CH2:14][NH:13][CH2:12][CH2:11]1.[CH3:16][O:17][C:18](=[O:27])[C:19]1[CH:24]=[CH:23][CH:22]=[C:21]([CH2:25]Br)[CH:20]=1.C([O-])([O-])=O.[Cs+].[Cs+].Cl. Product: [CH3:16][O:17][C:18](=[O:27])[C:19]1[CH:24]=[CH:23][CH:22]=[C:21]([CH2:25][N:10]2[CH2:15][CH2:14][N:13]([C:8]3[CH:9]=[CH:2][CH:3]=[C:4]([CH2:5][NH2:6])[CH:7]=3)[CH2:12][CH2:11]2)[CH:20]=1. The catalyst class is: 407. (3) Reactant: [CH3:1][O:2][C:3]1[N:8]=[C:7]([C:9]([O:11]C)=O)[CH:6]=[CH:5][CH:4]=1.[C:13]([O:16][CH2:17][CH3:18])(=[O:15])[CH3:14].C[Si]([N-][Si](C)(C)C)(C)C.[Li+]. Product: [CH3:1][O:2][C:3]1[N:8]=[C:7]([C:9](=[O:11])[CH2:14][C:13]([O:16][CH2:17][CH3:18])=[O:15])[CH:6]=[CH:5][CH:4]=1. The catalyst class is: 1. (4) Reactant: Br[C:2]1[S:3][C:4]2[C:10]([C:11]3[CH:16]=[CH:15][C:14]([Cl:17])=[CH:13][CH:12]=3)=[C:9]([C@H:18]([O:24][C:25]([CH3:28])([CH3:27])[CH3:26])[C:19]([O:21][CH2:22][CH3:23])=[O:20])[C:8]([CH3:29])=[CH:7][C:5]=2[N:6]=1.[CH3:30][N:31]1[C:35]2[CH:36]=[CH:37][C:38](B3OC(C)(C)C(C)(C)O3)=[CH:39][C:34]=2[N:33]([CH3:49])[C:32]1=[O:50].C([O-])([O-])=O.[K+].[K+]. Product: [C:25]([O:24][C@@H:18]([C:9]1[C:8]([CH3:29])=[CH:7][C:5]2[N:6]=[C:2]([C:38]3[CH:37]=[CH:36][C:35]4[N:31]([CH3:30])[C:32](=[O:50])[N:33]([CH3:49])[C:34]=4[CH:39]=3)[S:3][C:4]=2[C:10]=1[C:11]1[CH:16]=[CH:15][C:14]([Cl:17])=[CH:13][CH:12]=1)[C:19]([O:21][CH2:22][CH3:23])=[O:20])([CH3:28])([CH3:27])[CH3:26]. The catalyst class is: 518. (5) Reactant: [Cl:1][C:2]1[C:8]([F:9])=[CH:7][C:5]([NH2:6])=[C:4]([I:10])[CH:3]=1.[N-:11]=[N+:12]=[N-:13].[Na+].[CH:15](OC)(OC)OC. Product: [Cl:1][C:2]1[C:8]([F:9])=[CH:7][C:5]([N:6]2[CH:15]=[N:13][N:12]=[N:11]2)=[C:4]([I:10])[CH:3]=1. The catalyst class is: 52. (6) Reactant: [CH3:1][C:2]1[C:7]([B:8]2[O:12][C:11]([CH3:14])([CH3:13])[C:10]([CH3:16])([CH3:15])[O:9]2)=[CH:6][CH:5]=[CH:4][C:3]=1[NH2:17].[CH:18]([N:21]([CH:24]([CH3:26])C)[CH2:22]C)([CH3:20])C.C(Cl)(Cl)=[O:28].N1CCCC1. Product: [CH3:1][C:2]1[C:7]([B:8]2[O:12][C:11]([CH3:13])([CH3:14])[C:10]([CH3:16])([CH3:15])[O:9]2)=[CH:6][CH:5]=[CH:4][C:3]=1[NH:17][C:22]([N:21]1[CH2:18][CH2:20][CH2:26][CH2:24]1)=[O:28]. The catalyst class is: 426. (7) Reactant: [F:1][C:2]([F:6])([F:5])[CH2:3][OH:4].[H-].[Na+].C(N=[CH:14][C:15]1[CH:16]=[C:17]2[C:22](=[CH:23][CH:24]=1)[N:21]=[CH:20][CH:19]=[C:18]2Cl)CCC.CN(C=[O:30])C. Product: [F:1][C:2]([F:6])([F:5])[CH2:3][O:4][C:18]1[C:17]2[C:22](=[CH:23][CH:24]=[C:15]([CH:14]=[O:30])[CH:16]=2)[N:21]=[CH:20][CH:19]=1. The catalyst class is: 775. (8) Reactant: [OH:1][C:2]([C:5]1[CH:10]=[CH:9][C:8]([C:11]2[N:12]=[C:13]([C:33]3[CH:50]=[CH:49][CH:48]=[CH:47][C:34]=3[CH2:35][N:36]3C(=O)C4C(=CC=CC=4)C3=O)[N:14]3[C:19]4[CH:20]=[CH:21][N:22](S(C5C=CC(C)=CC=5)(=O)=O)[C:18]=4[N:17]=[CH:16][C:15]=23)=[CH:7][CH:6]=1)([CH3:4])[CH3:3].NN.[OH-].[Na+]. Product: [NH2:36][CH2:35][C:34]1[CH:47]=[CH:48][CH:49]=[CH:50][C:33]=1[C:13]1[N:14]2[C:19]3[CH:20]=[CH:21][NH:22][C:18]=3[N:17]=[CH:16][C:15]2=[C:11]([C:8]2[CH:9]=[CH:10][C:5]([C:2]([OH:1])([CH3:3])[CH3:4])=[CH:6][CH:7]=2)[N:12]=1. The catalyst class is: 351. (9) Reactant: C(OC([NH:8][C@H:9]([CH2:18][C:19]1[CH:24]=[CH:23][C:22]([C:25]2[CH:30]=[CH:29][CH:28]=[CH:27][C:26]=2[F:31])=[CH:21][CH:20]=1)[CH2:10][C@:11]([CH2:16][OH:17])([CH3:15])[C:12]([OH:14])=[O:13])=O)(C)(C)C.CCN(C(C)C)C(C)C. Product: [NH2:8][C@H:9]([CH2:18][C:19]1[CH:20]=[CH:21][C:22]([C:25]2[CH:30]=[CH:29][CH:28]=[CH:27][C:26]=2[F:31])=[CH:23][CH:24]=1)[CH2:10][C@:11]([CH2:16][OH:17])([CH3:15])[C:12]([OH:14])=[O:13]. The catalyst class is: 3.